From a dataset of Catalyst prediction with 721,799 reactions and 888 catalyst types from USPTO. Predict which catalyst facilitates the given reaction. (1) Reactant: Cl[C:2]1[C:7]([N+:8]([O-:10])=[O:9])=[CH:6][CH:5]=[C:4]([O:11][CH3:12])[N:3]=1.C(=O)([O-])[O-].[K+].[K+].[Cl:19][C:20]1[S:21][C:22]([CH2:25][NH:26][CH2:27][CH3:28])=[CH:23][N:24]=1.O. Product: [CH3:12][O:11][C:4]1[N:3]=[C:2]([N:26]([CH2:25][C:22]2[S:21][C:20]([Cl:19])=[N:24][CH:23]=2)[CH2:27][CH3:28])[C:7]([N+:8]([O-:10])=[O:9])=[CH:6][CH:5]=1. The catalyst class is: 9. (2) Reactant: [ClH:1].CCOCC.[OH:7][C:8]1[CH:9]=[C:10]2[C:15](=[CH:16][CH:17]=1)[C:14]([O:18][C:19]1[CH:24]=[CH:23][C:22]([O:25][CH2:26][CH2:27][N:28]3[CH2:33][CH2:32][CH2:31][CH2:30][CH2:29]3)=[CH:21][CH:20]=1)=[C:13]([C:34]1[CH:38]=[CH:37][S:36][C:35]=1[C:39]#[N:40])[CH:12]=[CH:11]2. Product: [ClH:1].[OH:7][C:8]1[CH:9]=[C:10]2[C:15](=[CH:16][CH:17]=1)[C:14]([O:18][C:19]1[CH:20]=[CH:21][C:22]([O:25][CH2:26][CH2:27][N:28]3[CH2:29][CH2:30][CH2:31][CH2:32][CH2:33]3)=[CH:23][CH:24]=1)=[C:13]([C:34]1[CH:38]=[CH:37][S:36][C:35]=1[C:39]#[N:40])[CH:12]=[CH:11]2. The catalyst class is: 4. (3) Reactant: [H-].[Na+].[F:3][C:4]1[C:9]([C:10]2[NH:14][CH:13]=[C:12]([CH2:15][N:16]([CH3:24])[C:17](=[O:23])[O:18][C:19]([CH3:22])([CH3:21])[CH3:20])[C:11]=2[F:25])=[CH:8][CH:7]=[CH:6][N:5]=1.C1OCCOCCOCCOCCOC1.Cl[S:42]([C:45]1[CH:49]=[CH:48][S:47][C:46]=1[C:50]([O:52][CH3:53])=[O:51])(=[O:44])=[O:43]. Product: [C:19]([O:18][C:17]([N:16]([CH2:15][C:12]1[C:11]([F:25])=[C:10]([C:9]2[C:4]([F:3])=[N:5][CH:6]=[CH:7][CH:8]=2)[N:14]([S:42]([C:45]2[CH:49]=[CH:48][S:47][C:46]=2[C:50]([O:52][CH3:53])=[O:51])(=[O:43])=[O:44])[CH:13]=1)[CH3:24])=[O:23])([CH3:21])([CH3:22])[CH3:20]. The catalyst class is: 7. (4) Reactant: [Cl:1][C:2]1[CH:7]=[CH:6][C:5]([C:8]2[CH:9]=[C:10]3[C:16]([C:17]([C:19]4[C:20]([F:33])=[C:21]([NH:26][S:27]([CH2:30][CH2:31][CH3:32])(=[O:29])=[O:28])[CH:22]=[CH:23][C:24]=4[F:25])=[O:18])=[CH:15][N:14](C(=O)C4C(Cl)=CC=CC=4Cl)[C:11]3=[N:12][CH:13]=2)=[CH:4][CH:3]=1.N.C(O)(C)C. Product: [Cl:1][C:2]1[CH:7]=[CH:6][C:5]([C:8]2[CH:9]=[C:10]3[C:16]([C:17]([C:19]4[C:20]([F:33])=[C:21]([NH:26][S:27]([CH2:30][CH2:31][CH3:32])(=[O:28])=[O:29])[CH:22]=[CH:23][C:24]=4[F:25])=[O:18])=[CH:15][NH:14][C:11]3=[N:12][CH:13]=2)=[CH:4][CH:3]=1. The catalyst class is: 1.